Dataset: CYP1A2 inhibition data for predicting drug metabolism from PubChem BioAssay. Task: Regression/Classification. Given a drug SMILES string, predict its absorption, distribution, metabolism, or excretion properties. Task type varies by dataset: regression for continuous measurements (e.g., permeability, clearance, half-life) or binary classification for categorical outcomes (e.g., BBB penetration, CYP inhibition). Dataset: cyp1a2_veith. (1) The drug is CC(=O)O[C@@H]1[C@H]([N+]2(C)CCCCC2)C[C@@H]2[C@@H]3CC[C@@H]4C[C@@H](OC(C)=O)[C@H]([N+]5(C)CCCCC5)C[C@@]4(C)[C@H]3CC[C@@]12C. The result is 0 (non-inhibitor). (2) The drug is Fc1ccc(-c2cn3cc(C(F)(F)F)cc(Cl)c3n2)cc1. The result is 1 (inhibitor). (3) The molecule is Br.N=c1n(CCN2CCOCC2)c2ccccc2n1CC(=O)c1ccc(Cl)c(Cl)c1. The result is 1 (inhibitor). (4) The molecule is CCC1(O)c2ccccc2-c2ncccc21. The result is 1 (inhibitor). (5) The drug is C[C@@H]1OC=C2[C@@H](O)[C@H]3O[C@H]3C(=O)[C@]23[C@H]2O[C@H](C)[C@H](C4=C2[C@@H](O)[C@H]2O[C@@H]2C4=O)[C@@H]13. The result is 0 (non-inhibitor).